This data is from NCI-60 drug combinations with 297,098 pairs across 59 cell lines. The task is: Regression. Given two drug SMILES strings and cell line genomic features, predict the synergy score measuring deviation from expected non-interaction effect. (1) Drug 1: CCC(=C(C1=CC=CC=C1)C2=CC=C(C=C2)OCCN(C)C)C3=CC=CC=C3.C(C(=O)O)C(CC(=O)O)(C(=O)O)O. Drug 2: CC1C(C(CC(O1)OC2CC(OC(C2O)C)OC3=CC4=CC5=C(C(=O)C(C(C5)C(C(=O)C(C(C)O)O)OC)OC6CC(C(C(O6)C)O)OC7CC(C(C(O7)C)O)OC8CC(C(C(O8)C)O)(C)O)C(=C4C(=C3C)O)O)O)O. Cell line: NCI-H322M. Synergy scores: CSS=43.4, Synergy_ZIP=2.34, Synergy_Bliss=5.57, Synergy_Loewe=-10.3, Synergy_HSA=6.21. (2) Drug 1: C1CN1P(=S)(N2CC2)N3CC3. Drug 2: CN1C2=C(C=C(C=C2)N(CCCl)CCCl)N=C1CCCC(=O)O.Cl. Cell line: HCC-2998. Synergy scores: CSS=14.3, Synergy_ZIP=-6.78, Synergy_Bliss=-10.5, Synergy_Loewe=-9.83, Synergy_HSA=-9.24. (3) Drug 1: COC1=C2C(=CC3=C1OC=C3)C=CC(=O)O2. Drug 2: C(CCl)NC(=O)N(CCCl)N=O. Cell line: OVCAR-4. Synergy scores: CSS=3.09, Synergy_ZIP=-1.39, Synergy_Bliss=-2.86, Synergy_Loewe=0.511, Synergy_HSA=-2.25.